Dataset: Forward reaction prediction with 1.9M reactions from USPTO patents (1976-2016). Task: Predict the product of the given reaction. (1) Given the reactants F[C:2]1[CH:3]=[C:4]([CH:8]=[CH:9][C:10]=1[S:11]([CH3:14])(=[O:13])=[O:12])[C:5]([OH:7])=[O:6].[H-].[Na+].[CH3:17][OH:18].Cl, predict the reaction product. The product is: [CH3:17][O:18][C:2]1[CH:3]=[C:4]([CH:8]=[CH:9][C:10]=1[S:11]([CH3:14])(=[O:13])=[O:12])[C:5]([OH:7])=[O:6]. (2) Given the reactants [CH3:1][C:2]1[CH:3]=[CH:4][C:5]([C:11]2[N:15]([CH3:16])[N:14]=[CH:13][CH:12]=2)=[C:6]([CH:10]=1)[C:7]([OH:9])=O.[Cl:17][C:18]1[CH:19]=[CH:20][C:21]2[O:25][C:24]([NH:26][CH2:27][C@@H:28]3[C@H:33]([CH3:34])[CH2:32][CH2:31][CH2:30][NH:29]3)=[N:23][C:22]=2[CH:35]=1, predict the reaction product. The product is: [Cl:17][C:18]1[CH:19]=[CH:20][C:21]2[O:25][C:24]([NH:26][CH2:27][C@@H:28]3[C@H:33]([CH3:34])[CH2:32][CH2:31][CH2:30][N:29]3[C:7]([C:6]3[CH:10]=[C:2]([CH3:1])[CH:3]=[CH:4][C:5]=3[C:11]3[N:15]([CH3:16])[N:14]=[CH:13][CH:12]=3)=[O:9])=[N:23][C:22]=2[CH:35]=1.